Dataset: Forward reaction prediction with 1.9M reactions from USPTO patents (1976-2016). Task: Predict the product of the given reaction. Given the reactants [Cl:1][C:2]1[CH:7]=[CH:6][C:5]([C:8](=O)[CH2:9][C:10]2[CH:15]=[CH:14][CH:13]=[CH:12][CH:11]=2)=[CH:4][C:3]=1[F:17].[CH2:18]([O:20][C:21]1[CH:22]=[C:23]([CH:26]=[C:27]([N+:30]([O-:32])=[O:31])[C:28]=1[OH:29])[CH:24]=O)[CH3:19].[NH2:33][C:34]([NH2:36])=[O:35].Cl, predict the reaction product. The product is: [Cl:1][C:2]1[CH:7]=[CH:6][C:5]([C:8]2[NH:36][C:34](=[O:35])[NH:33][CH:24]([C:23]3[CH:26]=[C:27]([N+:30]([O-:32])=[O:31])[C:28]([OH:29])=[C:21]([O:20][CH2:18][CH3:19])[CH:22]=3)[C:9]=2[C:10]2[CH:15]=[CH:14][CH:13]=[CH:12][CH:11]=2)=[CH:4][C:3]=1[F:17].